Dataset: Catalyst prediction with 721,799 reactions and 888 catalyst types from USPTO. Task: Predict which catalyst facilitates the given reaction. (1) Reactant: [NH:1]1[CH2:6][CH2:5][CH2:4][C@H:3]([CH2:7][N:8]2[C:12]3[CH:13]=[CH:14][CH:15]=[CH:16][C:11]=3[N:10]=[C:9]2[CH2:17][N:18]2[C@H:31]3[C@H:22]([CH2:23][CH2:24][C:25]4[C:30]3=[N:29][CH:28]=[CH:27][CH:26]=4)[CH2:21][CH2:20][CH2:19]2)[CH2:2]1.[CH3:32][C:33]([CH3:35])=O.C(O)(=O)C.C(O[BH-](OC(=O)C)OC(=O)C)(=O)C.[Na+]. Product: [CH3:32][CH:33]([N:1]1[CH2:6][CH2:5][CH2:4][C@H:3]([CH2:7][N:8]2[C:12]3[CH:13]=[CH:14][CH:15]=[CH:16][C:11]=3[N:10]=[C:9]2[CH2:17][N:18]2[C@H:31]3[C@H:22]([CH2:23][CH2:24][C:25]4[C:30]3=[N:29][CH:28]=[CH:27][CH:26]=4)[CH2:21][CH2:20][CH2:19]2)[CH2:2]1)[CH3:35]. The catalyst class is: 26. (2) Reactant: [CH3:1][O-:2].[Na+].Br[N:5]1[C:9](=[O:10])CCC1=O.[CH3:12][N:13]1[CH2:18][CH2:17][N:16]([C:19]2[CH:27]=[C:26]([C:28]3[CH:33]=[CH:32][CH:31]=[CH:30][C:29]=3[CH3:34])[C:22](C(N)=O)=[CH:21][N:20]=2)[CH2:15][CH2:14]1.Cl. Product: [CH3:1][O:2][C:9](=[O:10])[NH:5][C:22]1[CH:21]=[N:20][C:19]([N:16]2[CH2:15][CH2:14][N:13]([CH3:12])[CH2:18][CH2:17]2)=[CH:27][C:26]=1[C:28]1[CH:33]=[CH:32][CH:31]=[CH:30][C:29]=1[CH3:34]. The catalyst class is: 138. (3) Reactant: [Br:1][C:2]1[CH:3]=[C:4]2[C:12](=[CH:13][CH:14]=1)[NH:11][C:10]1[CH:9]([NH:15][C@@H:16]([C:18]3[CH:23]=[CH:22][CH:21]=[CH:20][CH:19]=3)[CH3:17])[CH2:8][CH2:7][CH2:6][C:5]2=1.C(NCC)C.[ClH:29]. Product: [ClH:29].[Br:1][C:2]1[CH:3]=[C:4]2[C:12](=[CH:13][CH:14]=1)[NH:11][C:10]1[C@H:9]([NH:15][C@@H:16]([C:18]3[CH:23]=[CH:22][CH:21]=[CH:20][CH:19]=3)[CH3:17])[CH2:8][CH2:7][CH2:6][C:5]2=1. The catalyst class is: 5. (4) Reactant: [NH2:1][C:2]1[CH:3]=[C:4]([N:9]2[CH2:14][CH2:13][O:12][C@H:11]([C@@H:15]([OH:27])[C:16]([NH:18][C:19]3[CH:24]=[CH:23][C:22]([C:25]#[N:26])=[CH:21][CH:20]=3)=[O:17])[C:10]2=[O:28])[CH:5]=[CH:6][C:7]=1[CH3:8].C(N(CC)CC)C.[C:36]([O:39][CH2:40][C:41](Cl)=[O:42])(=[O:38])[CH3:37].CCOC(C)=O. Product: [C:25]([C:22]1[CH:23]=[CH:24][C:19]([NH:18][C:16](=[O:17])[C@@H:15]([C@H:11]2[O:12][CH2:13][CH2:14][N:9]([C:4]3[CH:5]=[CH:6][C:7]([CH3:8])=[C:2]([CH:3]=3)[NH:1][C:41](=[O:42])[CH2:40][O:39][C:36](=[O:38])[CH3:37])[C:10]2=[O:28])[OH:27])=[CH:20][CH:21]=1)#[N:26]. The catalyst class is: 34. (5) Reactant: [H-].[H-].[H-].[H-].[Li+].[Al+3].[NH2:7][C:8]1[CH:16]=[CH:15][CH:14]=[C:13]([O:17][CH3:18])[C:9]=1[C:10](O)=[O:11]. Product: [NH2:7][C:8]1[CH:16]=[CH:15][CH:14]=[C:13]([O:17][CH3:18])[C:9]=1[CH2:10][OH:11]. The catalyst class is: 1.